From a dataset of NCI-60 drug combinations with 297,098 pairs across 59 cell lines. Regression. Given two drug SMILES strings and cell line genomic features, predict the synergy score measuring deviation from expected non-interaction effect. (1) Drug 1: COC1=NC(=NC2=C1N=CN2C3C(C(C(O3)CO)O)O)N. Drug 2: CN(C(=O)NC(C=O)C(C(C(CO)O)O)O)N=O. Cell line: SF-539. Synergy scores: CSS=2.62, Synergy_ZIP=0.476, Synergy_Bliss=2.26, Synergy_Loewe=-5.97, Synergy_HSA=-3.50. (2) Drug 1: C1=C(C(=O)NC(=O)N1)N(CCCl)CCCl. Drug 2: C1=CC(=CC=C1CCCC(=O)O)N(CCCl)CCCl. Cell line: DU-145. Synergy scores: CSS=31.0, Synergy_ZIP=-8.45, Synergy_Bliss=-6.24, Synergy_Loewe=-8.38, Synergy_HSA=-4.46. (3) Cell line: LOX IMVI. Drug 2: C1=NC(=NC(=O)N1C2C(C(C(O2)CO)O)O)N. Synergy scores: CSS=45.4, Synergy_ZIP=-1.69, Synergy_Bliss=-0.0945, Synergy_Loewe=-0.863, Synergy_HSA=4.05. Drug 1: C1=CC(=C2C(=C1NCCNCCO)C(=O)C3=C(C=CC(=C3C2=O)O)O)NCCNCCO. (4) Cell line: UACC62. Synergy scores: CSS=24.5, Synergy_ZIP=-6.53, Synergy_Bliss=2.40, Synergy_Loewe=3.90, Synergy_HSA=3.90. Drug 2: C1C(C(OC1N2C=NC3=C(N=C(N=C32)Cl)N)CO)O. Drug 1: COC1=C(C=C2C(=C1)N=CN=C2NC3=CC(=C(C=C3)F)Cl)OCCCN4CCOCC4. (5) Drug 1: CN(C)N=NC1=C(NC=N1)C(=O)N. Drug 2: C1=NC2=C(N=C(N=C2N1C3C(C(C(O3)CO)O)F)Cl)N. Cell line: CCRF-CEM. Synergy scores: CSS=52.9, Synergy_ZIP=-2.81, Synergy_Bliss=-3.96, Synergy_Loewe=-4.44, Synergy_HSA=-1.91. (6) Drug 2: CC1CC(C(C(C=C(C(C(C=CC=C(C(=O)NC2=CC(=O)C(=C(C1)C2=O)OC)C)OC)OC(=O)N)C)C)O)OC. Synergy scores: CSS=46.6, Synergy_ZIP=-3.49, Synergy_Bliss=-3.04, Synergy_Loewe=-4.43, Synergy_HSA=0.789. Cell line: UACC62. Drug 1: C1=C(C(=O)NC(=O)N1)F.